This data is from Forward reaction prediction with 1.9M reactions from USPTO patents (1976-2016). The task is: Predict the product of the given reaction. (1) Given the reactants [ClH:1].[NH2:2][C@@H:3]1[CH2:5][C@H:4]1[C:6]1[S:10][CH:9]=[C:8]([C:11]([NH:13][CH:14]2[CH2:19][CH2:18][C:17]([F:21])([F:20])[CH2:16][CH2:15]2)=[O:12])[CH:7]=1.CO.[O:24]1[CH2:29][CH2:28][C:27](=O)[CH2:26][CH2:25]1.C(=O)([O-])O.[Na+], predict the reaction product. The product is: [ClH:1].[F:20][C:17]1([F:21])[CH2:16][CH2:15][CH:14]([NH:13][C:11]([C:8]2[CH:7]=[C:6]([C@@H:4]3[CH2:5][C@H:3]3[NH:2][CH:27]3[CH2:28][CH2:29][O:24][CH2:25][CH2:26]3)[S:10][CH:9]=2)=[O:12])[CH2:19][CH2:18]1. (2) Given the reactants [Br:1][C:2]1[CH:7]=[CH:6][C:5]([S:8][CH:9]([CH2:14][CH2:15]O)[C:10]([O:12][CH3:13])=[O:11])=[CH:4][CH:3]=1.[CH3:17][O:18][C:19]1[CH:29]=[CH:28][C:22]2[C:23](=[O:27])[NH:24][N:25]=[N:26][C:21]=2[CH:20]=1.C1(P(C2C=CC=CC=2)C2C=CC=CC=2)C=CC=CC=1.CC(OC(/N=N/C(OC(C)C)=O)=O)C, predict the reaction product. The product is: [Br:1][C:2]1[CH:3]=[CH:4][C:5]([S:8][CH:9]([CH2:14][CH2:15][N:24]2[C:23](=[O:27])[C:22]3[CH:28]=[CH:29][C:19]([O:18][CH3:17])=[CH:20][C:21]=3[N:26]=[N:25]2)[C:10]([O:12][CH3:13])=[O:11])=[CH:6][CH:7]=1. (3) Given the reactants [NH2:1][CH2:2][CH2:3][CH2:4][N:5]1[CH2:9][CH2:8][NH:7][C:6]1=[O:10].Cl[C:12]1[CH:17]=[C:16]([C:18]2[CH:23]=[CH:22][CH:21]=[C:20]([CH3:24])[C:19]=2[CH3:25])[N:15]=[C:14]([NH2:26])[N:13]=1, predict the reaction product. The product is: [NH2:26][C:14]1[N:13]=[C:12]([NH:1][CH2:2][CH2:3][CH2:4][N:5]2[CH2:9][CH2:8][NH:7][C:6]2=[O:10])[CH:17]=[C:16]([C:18]2[CH:23]=[CH:22][CH:21]=[C:20]([CH3:24])[C:19]=2[CH3:25])[N:15]=1. (4) Given the reactants [F:1][C:2]1[CH:10]=[CH:9][C:5]([C:6](Cl)=[O:7])=[CH:4][CH:3]=1.[NH2:11][C:12]1[N:16]([C@@H:17]2[CH2:22][CH2:21][C@H:20]([C:23]([O:25][CH3:26])=[O:24])[CH2:19][CH2:18]2)[C:15]2[CH:27]=[C:28]([CH2:31][O:32][Si:33]([CH:40]([CH3:42])[CH3:41])([CH:37]([CH3:39])[CH3:38])[CH:34]([CH3:36])[CH3:35])[CH:29]=[CH:30][C:14]=2[N:13]=1, predict the reaction product. The product is: [F:1][C:2]1[CH:10]=[CH:9][C:5]([C:6]([NH:11][C:12]2[N:16]([C@@H:17]3[CH2:22][CH2:21][C@H:20]([C:23]([O:25][CH3:26])=[O:24])[CH2:19][CH2:18]3)[C:15]3[CH:27]=[C:28]([CH2:31][O:32][Si:33]([CH:34]([CH3:36])[CH3:35])([CH:40]([CH3:42])[CH3:41])[CH:37]([CH3:39])[CH3:38])[CH:29]=[CH:30][C:14]=3[N:13]=2)=[O:7])=[CH:4][CH:3]=1. (5) Given the reactants Cl.[NH2:2][CH2:3][CH2:4][C:5]1[NH:14][C:13](=[O:15])[C:12]2[C:7](=[CH:8][CH:9]=[CH:10][CH:11]=2)[N:6]=1.[C:16]1([C:22]2[O:26][C:25]([C@H:27]3[CH2:32][CH2:31][C@H:30]([C:33](O)=[O:34])[CH2:29][CH2:28]3)=[N:24][N:23]=2)[CH:21]=[CH:20][CH:19]=[CH:18][CH:17]=1.CCN(C(C)C)C(C)C, predict the reaction product. The product is: [O:15]=[C:13]1[C:12]2[C:7](=[CH:8][CH:9]=[CH:10][CH:11]=2)[N:6]=[C:5]([CH2:4][CH2:3][NH:2][C:33]([C@H:30]2[CH2:31][CH2:32][C@H:27]([C:25]3[O:26][C:22]([C:16]4[CH:17]=[CH:18][CH:19]=[CH:20][CH:21]=4)=[N:23][N:24]=3)[CH2:28][CH2:29]2)=[O:34])[NH:14]1. (6) Given the reactants [CH2:1]([O:8][C:9]([NH:11][C@@H:12]([CH2:16][C:17]1[CH:22]=[CH:21][C:20]([CH2:23][NH:24]C(=O)C(Cl)(Cl)Cl)=[CH:19][CH:18]=1)[C:13]([OH:15])=[O:14])=[O:10])[C:2]1[CH:7]=[CH:6][CH:5]=[CH:4][CH:3]=1.[OH-].[Na+].Cl.[CH3:46][C:45]([O:44][C:42](O[C:42]([O:44][C:45]([CH3:48])([CH3:47])[CH3:46])=[O:43])=[O:43])([CH3:48])[CH3:47].C([O-])([O-])=O.[Na+].[Na+], predict the reaction product. The product is: [CH2:1]([O:8][C:9]([NH:11][C@@H:12]([CH2:16][C:17]1[CH:22]=[CH:21][C:20]([CH2:23][NH:24][C:42]([O:44][C:45]([CH3:46])([CH3:47])[CH3:48])=[O:43])=[CH:19][CH:18]=1)[C:13]([OH:15])=[O:14])=[O:10])[C:2]1[CH:7]=[CH:6][CH:5]=[CH:4][CH:3]=1.